This data is from Catalyst prediction with 721,799 reactions and 888 catalyst types from USPTO. The task is: Predict which catalyst facilitates the given reaction. Reactant: [Cl:1][C:2]1[CH:21]=[C:20]([Cl:22])[CH:19]=[CH:18][C:3]=1[CH2:4][N:5]1[C:9]([CH2:10][CH2:11][CH2:12][OH:13])=[CH:8][C:7]([O:14][CH2:15][O:16][CH3:17])=[N:6]1.O[C:24]1[C:29]([O:30][CH3:31])=[CH:28][CH:27]=[CH:26][C:25]=1[CH2:32][C:33]([O:35][CH3:36])=[O:34].C(P(CCCC)CCCC)CCC.N(C(N1CCCCC1)=O)=NC(N1CCCCC1)=O. Product: [Cl:1][C:2]1[CH:21]=[C:20]([Cl:22])[CH:19]=[CH:18][C:3]=1[CH2:4][N:5]1[C:9]([CH2:10][CH2:11][CH2:12][O:13][C:24]2[C:29]([O:30][CH3:31])=[CH:28][CH:27]=[CH:26][C:25]=2[CH2:32][C:33]([O:35][CH3:36])=[O:34])=[CH:8][C:7]([O:14][CH2:15][O:16][CH3:17])=[N:6]1. The catalyst class is: 7.